Dataset: Experimentally validated miRNA-target interactions with 360,000+ pairs, plus equal number of negative samples. Task: Binary Classification. Given a miRNA mature sequence and a target amino acid sequence, predict their likelihood of interaction. (1) The protein sequence of the target gene is MVTRDRAENRDGPKMLKPLVEKRRRDRINRSLEELRLLLLERTRDQNLRNPKLEKAEILEFAVGYLRERSRVEPPGVPRSPVQDAEALASCYLSGFRECLLRLAAFAHDASPAARAQLFSALHGYLRPKPPRPKPVDPRPPAPRPSLDPAAPALGPALHQRPPVHQGHPSPRCAWSPSLCSPRAGDSGAPAPLTGLLPPPPPPHRQDGAPKAPLPPPPAFWRPWP. The miRNA is hsa-miR-6786-5p with sequence GCGGUGGGGCCGGAGGGGCGU. Result: 1 (interaction). (2) The miRNA is ath-miR397a with sequence UCAUUGAGUGCAGCGUUGAUG. The protein sequence of the target gene is MVGPTRSKLREGSSDRPQSSCTGQARRRWSAATMEPQQERSAPQERTKWSLLQHFLLGGRKLPSGARNYAARRIQSLNAQNYFQLEEVAKLLLLNRFQFLFTLLDHFREKVQALQMHRFSHRTLFGLAIFVGILHWLHLITLFENDHHFSHLSSLEREMTFRTEMGLYYSYFKTIIEAPSFLEGLWMIMNDRLTEYPLVINTVKRFHLYPEVVIAYWYRTIIGIMNLFGIETKTCWNVTRMEPLNEVQSCEGLGDPACFYIGVIFILNGLMMGLFFIYSTYLSGSQLGGLITVACYFFNH.... Result: 0 (no interaction). (3) The miRNA is mmu-miR-423-3p with sequence AGCUCGGUCUGAGGCCCCUCAGU. The protein sequence of the target gene is MDGQALRKVERSRSCSQERKEGYSKDMVTDFDEKHDEYLILLQQRNRILKHLKAKDPVQLRLEHLEQGFSVYVNGANSELKTSPRKAVHTDFSRSASQAEGSQDYGRRTLFREAEEVLRRSSRTAPGKVQRRGWHQKSVQIRTEAGSRLHIEPPLDCSEDFESQEDVIGKHEDATGEHTQELRKGLGLSTSLQTQEDGSSDEYDSIEEDVLSETETEDPVLPVHNRDECPLPSHDAVQKDVPKDQELEGRHPQATDTLVVMEFNPASKGNKMDRILSAKRKENAEVFIPSKPDSVLNPQP.... Result: 0 (no interaction). (4) The miRNA is mmu-miR-294-5p with sequence ACUCAAAAUGGAGGCCCUAUCU. The protein sequence of the target gene is MELKAEEEEVGGVQPVSIQAFASSSTLHGLAHIFSYERLSLKRALWALCFLGSLAVLLCVCTERVQYYFHYHHVTKLDEVAASQLTFPAVTLCNLNEFRFSQVSKNDLYHAGELLALLNNRYEIPDTQMADEKQLEILQDKANFRSFKPKPFNMREFYDRAGHDIRDMLLSCHFRGEVCSAEDFKVVFTRYGKCYTFNSGRDGRPRLKTMKGGTGNGLEIMLDIQQDEYLPVWGETDETSFEAGIKVQIHSQDEPPFIDQLGFGVAPGFQTFVACQEQRLIYLPPPWGTCKAVTMDSDLD.... Result: 0 (no interaction). (5) The miRNA is mmu-miR-7033-5p with sequence UCUCCAGGAGUCUGAGGGGCAGG. The protein sequence of the target gene is MPLPQGDVTALFLGPPGSGKSALIAALCGKNVDTVEIPDGRQDSGVPSLRAAAPGLFLGELSCPPAAPGPWAAEANLLVLVLPGSEGSEEPLTPALGEAARAALARGTPLLAVRNLRPGDSQNAAKARDETAALLNSAGLGAAPLFVPPADCSSSDRCEELERLQVVLRTQAEALQRLLPPAQDGFEVLGAAELEAVREAFETGGLEAALSWVRAGLERLGSARLDLAVAGTTNVGLVLDMLLGLDPGDPGAAPASAPTGPTPYPAPERPNVVLWTVPLGPTATSPAVTPHPTHYDALIL.... Result: 0 (no interaction). (6) The miRNA is mmu-miR-1912-3p with sequence CACAGAACAUGCAGUGAGAACU. The protein sequence of the target gene is MAPPLAPLPPRDPNGAGPEWREPGAVSFADVAVYFCREEWGCLRPAQRALYRDVMRETYGHLSALGIGGNKPALISWVEEEAELWGPAAQDPEVAKCQTQTDPADSRNKKKERQREGTGALEKPDPVAAGSPGLKSPQAPSAGPPYGWEQLSKAPHRGRPSLCAHPPVPRADQRHGCYVCGKSFAWRSTLVEHVYSHTGEKPFHCTDCGKGFGHASSLSKHRAIHRGERPHRCLECGRAFTQRSALTSHLRVHTGEKPYGCADCGRRFSQSSALYQHRRVHSGETPFPCPDCGRAFAYPS.... Result: 0 (no interaction). (7) The miRNA is hsa-miR-939-5p with sequence UGGGGAGCUGAGGCUCUGGGGGUG. The protein sequence of the target gene is MSSRGHSTLPRTLMAPRMISEGDIGGIAQITSSLFLGRGSVASNRHLLQARGITCIVNATIEIPNFNWPQFEYVKVPLADMPHAPIGLYFDTVADKIHSVSRKHGATLVHCAAGVSRSATLCIAYLMKFHNVCLLEAYNWVKARRPVIRPNVGFWRQLIDYERQLFGKSTVKMVQTPYGIVPDVYEKESRHLMPYWGI. Result: 1 (interaction). (8) The miRNA is mmu-miR-7685-5p with sequence ACCUUCCGGUUUCUUCAAGUCUCC. The protein sequence of the target gene is MTDSEHAGHDREDGELEDGEIDDAGFEEIQEKEAKENEKQKSEKAYRKSRKKHKKEREKKKSKRRKREKHKHNSPSSDDSSDYSLDSDVEHTESSHKKRTGFYRDYDIPFTQRGHISGSYITSKKGQHNKKFKSKEYDEYSTYSDDNFGNYSDDNFGNYGQETEEDFANQLKQYRQAKETSNIALGSSFSKESGKKQRMKGVQQGIEQRVKSFNVGRGRGLPKKIKRKERGGRTNKGPNVFSVSDDFQEYNKPGKKWKVMTQEFINQHTVEHKGKQICKYFLEGRCIKGDQCKFDHDAEL.... Result: 0 (no interaction).